From a dataset of Reaction yield outcomes from USPTO patents with 853,638 reactions. Predict the reaction yield, written as a fraction of the theoretical maximum amount of product (1.0 means a 100% yield; for example, 0.34 means a 34% yield). (1) The reactants are [C:1]([O:5][C:6]([NH:8][NH:9][C:10]1[CH:44]=[CH:43][C:13]([C:14]([O:16][CH2:17][C@@H:18]2[C@@H:25]3[C@@H:21]([O:22]C(C)(C)[O:24]3)[C@H:20]([N:28]3[C:36](=[O:37])[N:35]([CH2:38][CH:39]=[CH2:40])[C:34]4[C:33](=[O:41])[NH:32][C:31]([NH2:42])=[N:30][C:29]3=4)[O:19]2)=[O:15])=[CH:12][N:11]=1)=[O:7])([CH3:4])([CH3:3])[CH3:2].Cl(O)(=O)(=O)=O.C1COCC1.C([O-])(O)=O.[Na+]. The catalyst is O. The product is [C:1]([O:5][C:6]([NH:8][NH:9][C:10]1[CH:44]=[CH:43][C:13]([C:14]([O:16][CH2:17][C@@H:18]2[C@@H:25]([OH:24])[C@@H:21]([OH:22])[C@H:20]([N:28]3[C:36](=[O:37])[N:35]([CH2:38][CH:39]=[CH2:40])[C:34]4[C:33](=[O:41])[NH:32][C:31]([NH2:42])=[N:30][C:29]3=4)[O:19]2)=[O:15])=[CH:12][N:11]=1)=[O:7])([CH3:2])([CH3:3])[CH3:4]. The yield is 0.270. (2) The reactants are C(OC([NH:8][CH2:9][C:10]([NH:12][CH2:13][CH2:14][CH2:15][C@H:16]([N:33]([CH3:46])[C:34]([NH:36][CH2:37][C:38]1[CH:43]=[CH:42][CH:41]=[C:40]([F:44])[C:39]=1[Cl:45])=[O:35])[CH2:17][O:18][C:19](=[O:32])[NH:20][C:21]1[N:22]=[CH:23][C:24]2[C:29]([CH:30]=1)=[CH:28][C:27]([F:31])=[CH:26][CH:25]=2)=[O:11])=O)(C)(C)C.C(O)(C(F)(F)F)=O. The catalyst is C(Cl)Cl. The product is [F:31][C:27]1[CH:28]=[C:29]2[C:24](=[CH:25][CH:26]=1)[CH:23]=[N:22][C:21]([NH:20][C:19](=[O:32])[O:18][CH2:17][C@@H:16]([N:33]([CH3:46])[C:34]([NH:36][CH2:37][C:38]1[CH:43]=[CH:42][CH:41]=[C:40]([F:44])[C:39]=1[Cl:45])=[O:35])[CH2:15][CH2:14][CH2:13][NH:12][C:10](=[O:11])[CH2:9][NH2:8])=[CH:30]2. The yield is 0.790. (3) The reactants are Cl.[CH:2]([N:5]1[C:9]([C:10]2[N:19]=[C:18]3[N:12]([CH2:13][CH2:14][O:15][C:16]4[CH:23]=[C:22]([CH:24]5[CH2:29][CH2:28][NH:27][CH2:26][CH2:25]5)[CH:21]=[CH:20][C:17]=43)[CH:11]=2)=[N:8][CH:7]=[N:6]1)([CH3:4])[CH3:3].BrC1C=CC2C3N(CCOC=2C=1)C=C(C1N(C(C)C)N=CN=1)N=3.B1(C2CCN([C:68]([O:70][C:71]([CH3:74])([CH3:73])[CH3:72])=[O:69])CC=2)OC(C)(C)C(C)(C)O1.C(=O)([O-])[O-].[K+].[K+].C(Cl)Cl. The catalyst is CN(C=O)C. The product is [C:71]([O:70][C:68]([N:27]1[CH2:28][CH:29]=[C:24]([C:22]2[CH:21]=[CH:20][C:17]3[C:18]4[N:12]([CH2:13][CH2:14][O:15][C:16]=3[CH:23]=2)[CH:11]=[C:10]([C:9]2[N:5]([CH:2]([CH3:4])[CH3:3])[N:6]=[CH:7][N:8]=2)[N:19]=4)[CH2:25][CH2:26]1)=[O:69])([CH3:74])([CH3:73])[CH3:72]. The yield is 0.960. (4) The reactants are [F:1][C:2]1[CH:7]=[C:6]([I:8])[CH:5]=[CH:4][C:3]=1[NH:9][C:10]([NH:12][CH3:13])=[O:11].[C:14]([OH:20])(=O)[CH2:15][C:16]([OH:18])=O.C(OC(=O)C)(=O)C.C(Cl)(=O)C. The catalyst is CCCCCC.O.C1(C)C=CC=CC=1. The product is [F:1][C:2]1[CH:7]=[C:6]([I:8])[CH:5]=[CH:4][C:3]=1[N:9]1[C:14](=[O:20])[CH2:15][C:16](=[O:18])[N:12]([CH3:13])[C:10]1=[O:11]. The yield is 0.695. (5) The yield is 0.300. The catalyst is C(O)C.[OH-].[OH-].[Pd+2]. The reactants are C([O:8][C:9](=[O:41])[C:10]1[CH:15]=[CH:14][C:13]([N:16]([CH:38]2[CH2:40][CH2:39]2)[C:17]([C:19]2[CH:24]=[CH:23][N:22]3[N:25]=[CH:26][C:27]([C:28]4[CH:33]=[CH:32][C:31]([C:34](=[O:37])[NH:35][CH3:36])=[CH:30][CH:29]=4)=[C:21]3[CH:20]=2)=[O:18])=[N:12][CH:11]=1)C1C=CC=CC=1. The product is [CH:38]1([N:16]([C:13]2[CH:14]=[CH:15][C:10]([C:9]([OH:41])=[O:8])=[CH:11][N:12]=2)[C:17]([C:19]2[CH:24]=[CH:23][N:22]3[N:25]=[CH:26][C:27]([C:28]4[CH:29]=[CH:30][C:31]([C:34](=[O:37])[NH:35][CH3:36])=[CH:32][CH:33]=4)=[C:21]3[CH:20]=2)=[O:18])[CH2:39][CH2:40]1. (6) The reactants are [CH3:1][N:2]([CH3:9])[CH:3]1[CH2:7][CH2:6][S:5][C:4]1=[O:8].[OH:10]P(O)(O)=O.[N:15]1[CH:20]=[CH:19][CH:18]=[CH:17][C:16]=1[S:21][S:21][C:16]1[CH:17]=[CH:18][CH:19]=[CH:20][N:15]=1. The catalyst is [OH-].[Na+].CO. The product is [CH3:1][N:2]([CH3:9])[CH:3]([CH2:7][CH2:6][S:5][S:21][C:16]1[CH:17]=[CH:18][CH:19]=[CH:20][N:15]=1)[C:4]([OH:10])=[O:8]. The yield is 0.206.